This data is from Full USPTO retrosynthesis dataset with 1.9M reactions from patents (1976-2016). The task is: Predict the reactants needed to synthesize the given product. (1) Given the product [Cl:1][C:2]1[CH:3]=[CH:4][C:5]([C:6]([NH:8][C:9]2[CH:30]=[CH:29][C:12]([CH2:13][N:14]3[C:22]4[C:17](=[CH:18][CH:19]=[CH:20][CH:21]=4)[C:16]([CH2:23][C:24]([OH:26])=[O:25])=[N:15]3)=[CH:11][CH:10]=2)=[O:7])=[CH:31][CH:32]=1, predict the reactants needed to synthesize it. The reactants are: [Cl:1][C:2]1[CH:32]=[CH:31][C:5]([C:6]([NH:8][C:9]2[CH:30]=[CH:29][C:12]([CH2:13][N:14]3[C:22]4[C:17](=[CH:18][CH:19]=[CH:20][CH:21]=4)[C:16]([CH2:23][C:24]([O:26]CC)=[O:25])=[N:15]3)=[CH:11][CH:10]=2)=[O:7])=[CH:4][CH:3]=1.O.[OH-].[Li+].O.Cl. (2) Given the product [Cl:1][C:2]1[C:3]([C:8]2[CH:9]=[C:10]([CH:12]=[C:13]([C:15]3[NH:23][C:18]4=[N:19][CH:20]=[CH:21][CH:22]=[C:17]4[N:16]=3)[CH:14]=2)[NH:11][CH2:29][C:30]2[CH:37]=[CH:36][C:33]([CH3:34])=[CH:32][CH:31]=2)=[N:4][CH:5]=[CH:6][CH:7]=1, predict the reactants needed to synthesize it. The reactants are: [Cl:1][C:2]1[C:3]([C:8]2[CH:9]=[C:10]([CH:12]=[C:13]([C:15]3[NH:23][C:18]4=[N:19][CH:20]=[CH:21][CH:22]=[C:17]4[N:16]=3)[CH:14]=2)[NH2:11])=[N:4][CH:5]=[CH:6][CH:7]=1.C([O-])(=O)C.[Na+].[CH3:29][C:30]1[CH:37]=[CH:36][C:33]([CH:34]=O)=[CH:32][CH:31]=1.O. (3) Given the product [NH2:11][C:8]1[CH:9]=[CH:10][C:5]2[S:4][N:3]=[C:2]([CH3:1])[C:6]=2[CH:7]=1, predict the reactants needed to synthesize it. The reactants are: [CH3:1][C:2]1[C:6]2[CH:7]=[C:8]([N+:11]([O-])=O)[CH:9]=[CH:10][C:5]=2[S:4][N:3]=1.